From a dataset of Full USPTO retrosynthesis dataset with 1.9M reactions from patents (1976-2016). Predict the reactants needed to synthesize the given product. (1) Given the product [Cl:1][C:2]1[CH:3]=[CH:4][C:5]([C:8]2[N:9]=[C:10]([C:24]3[NH:25][N:26]=[N:27][N:28]=3)[C:11]([C:21]([NH:36][N:30]3[CH2:35][CH2:34][CH2:33][CH2:32][CH2:31]3)=[O:22])=[N:12][C:13]=2[C:14]2[CH:15]=[CH:16][C:17]([Cl:20])=[CH:18][CH:19]=2)=[CH:6][CH:7]=1, predict the reactants needed to synthesize it. The reactants are: [Cl:1][C:2]1[CH:7]=[CH:6][C:5]([C:8]2[N:9]=[C:10]([C:24]3[NH:28][N:27]=[N:26][N:25]=3)[C:11]([C:21](O)=[O:22])=[N:12][C:13]=2[C:14]2[CH:19]=[CH:18][C:17]([Cl:20])=[CH:16][CH:15]=2)=[CH:4][CH:3]=1.Cl.[N:30]1([NH2:36])[CH2:35][CH2:34][CH2:33][CH2:32][CH2:31]1.C1CN([P+](ON2N=NC3C=CC=CC2=3)(N2CCCC2)N2CCCC2)CC1.F[P-](F)(F)(F)(F)F. (2) Given the product [OH:18][C:17]1[C:16]([C:9]2[C:10]([F:15])=[CH:11][C:12]([F:14])=[CH:13][C:8]=2[F:7])=[C:22]([OH:23])[N:3]2[N:4]=[CH:5][CH:6]=[C:2]2[N:1]=1, predict the reactants needed to synthesize it. The reactants are: [NH2:1][C:2]1[CH:6]=[CH:5][NH:4][N:3]=1.[F:7][C:8]1[CH:13]=[C:12]([F:14])[CH:11]=[C:10]([F:15])[C:9]=1[CH:16]([C:22](OCC)=[O:23])[C:17](OCC)=[O:18].C(N(CCCC)CCCC)CCC.